Dataset: Full USPTO retrosynthesis dataset with 1.9M reactions from patents (1976-2016). Task: Predict the reactants needed to synthesize the given product. (1) Given the product [Cl:1][C:2]1[C:3]([NH:19][C:20](=[O:23])[CH3:21])=[C:4]([N+:27]([O-:29])=[O:28])[C:5]([CH3:18])=[C:6]([C:8]2[CH:13]=[CH:12][CH:11]=[CH:10][C:9]=2[C:14]([F:16])([F:17])[F:15])[CH:7]=1, predict the reactants needed to synthesize it. The reactants are: [Cl:1][C:2]1[C:3]([NH2:19])=[CH:4][C:5]([CH3:18])=[C:6]([C:8]2[CH:13]=[CH:12][CH:11]=[CH:10][C:9]=2[C:14]([F:17])([F:16])[F:15])[CH:7]=1.[C:20]([O:23]C(=O)C)(=O)[CH3:21].[N+:27]([O-])([OH:29])=[O:28]. (2) The reactants are: [Br:1][C:2]1[CH:16]=[CH:15][C:5]([C:6]([NH:8][CH:9](Cl)[C:10]([Cl:13])([Cl:12])[Cl:11])=[O:7])=[CH:4][CH:3]=1.[Cl:17][C:18]1[N:23]=[CH:22][C:21]([NH2:24])=[CH:20][CH:19]=1. Given the product [Br:1][C:2]1[CH:16]=[CH:15][C:5]([C:6]([NH:8][CH:9]([NH:24][C:21]2[CH:22]=[N:23][C:18]([Cl:17])=[CH:19][CH:20]=2)[C:10]([Cl:13])([Cl:12])[Cl:11])=[O:7])=[CH:4][CH:3]=1, predict the reactants needed to synthesize it. (3) Given the product [ClH:28].[CH2:1]([NH:8][C:9]1[N:13]([CH2:14][CH3:15])[C:12]2[CH:16]=[CH:17][C:18]([N:20]([CH3:21])[C:22]3[CH:27]=[CH:26][N:25]=[C:24]([NH:29][C:30]4[CH:31]=[CH:32][C:33]([CH3:40])=[C:34]([S:36]([NH2:39])(=[O:37])=[O:38])[CH:35]=4)[N:23]=3)=[CH:19][C:11]=2[N:10]=1)[C:2]1[CH:7]=[CH:6][CH:5]=[CH:4][CH:3]=1, predict the reactants needed to synthesize it. The reactants are: [CH2:1]([NH:8][C:9]1[N:13]([CH2:14][CH3:15])[C:12]2[CH:16]=[CH:17][C:18]([N:20]([C:22]3[CH:27]=[CH:26][N:25]=[C:24]([Cl:28])[N:23]=3)[CH3:21])=[CH:19][C:11]=2[N:10]=1)[C:2]1[CH:7]=[CH:6][CH:5]=[CH:4][CH:3]=1.[NH2:29][C:30]1[CH:31]=[CH:32][C:33]([CH3:40])=[C:34]([S:36]([NH2:39])(=[O:38])=[O:37])[CH:35]=1. (4) Given the product [Cl:1][C:2]1[CH:3]=[C:4](/[CH:8]=[CH:9]/[CH2:10][CH2:11][N:12]2[C:16](=[O:17])[C:15]3=[CH:18][CH:19]=[CH:20][CH:21]=[C:14]3[C:13]2=[O:22])[CH:5]=[CH:6][CH:7]=1, predict the reactants needed to synthesize it. The reactants are: [Cl:1][C:2]1[CH:3]=[C:4](/[CH:8]=[CH:9]\[CH2:10][CH2:11][N:12]2[C:16](=[O:17])[C:15]3=[CH:18][CH:19]=[CH:20][CH:21]=[C:14]3[C:13]2=[O:22])[CH:5]=[CH:6][CH:7]=1.II. (5) Given the product [Br:10][C:11]1[CH:33]=[CH:32][C:31]([O:34][CH2:2][CH3:3])=[CH:30][C:12]=1[CH2:13][CH:14]1[CH2:15][CH2:16][N:17]([C:20](=[O:29])[CH2:21][C:22]2[CH:27]=[CH:26][CH:25]=[CH:24][C:23]=2[Cl:28])[CH2:18][CH2:19]1, predict the reactants needed to synthesize it. The reactants are: I[CH2:2][CH3:3].C(=O)([O-])[O-].[K+].[K+].[Br:10][C:11]1[CH:33]=[CH:32][C:31]([OH:34])=[CH:30][C:12]=1[CH2:13][CH:14]1[CH2:19][CH2:18][N:17]([C:20](=[O:29])[CH2:21][C:22]2[CH:27]=[CH:26][CH:25]=[CH:24][C:23]=2[Cl:28])[CH2:16][CH2:15]1.